From a dataset of Peptide-MHC class II binding affinity with 134,281 pairs from IEDB. Regression. Given a peptide amino acid sequence and an MHC pseudo amino acid sequence, predict their binding affinity value. This is MHC class II binding data. (1) The peptide sequence is KSLFFLDEPLKSVPL. The MHC is DRB1_0401 with pseudo-sequence DRB1_0401. The binding affinity (normalized) is 0.911. (2) The peptide sequence is IIFSQNMNIKLKMPL. The MHC is DRB1_0701 with pseudo-sequence DRB1_0701. The binding affinity (normalized) is 0.562. (3) The peptide sequence is WLLMSPTRAGRPSVL. The MHC is H-2-IAd with pseudo-sequence H-2-IAd. The binding affinity (normalized) is 0.606. (4) The peptide sequence is FKVAATAAATAPADDKFTVF. The MHC is HLA-DPA10103-DPB10401 with pseudo-sequence HLA-DPA10103-DPB10401. The binding affinity (normalized) is 0.469. (5) The peptide sequence is QRIYGVRYTETWSFL. The binding affinity (normalized) is 0. The MHC is DRB1_1101 with pseudo-sequence DRB1_1101. (6) The peptide sequence is AEVELRQHGSEEWEP. The MHC is DRB3_0101 with pseudo-sequence DRB3_0101. The binding affinity (normalized) is 0. (7) The peptide sequence is ISRRDQRGSGQVVTY. The MHC is HLA-DQA10501-DQB10303 with pseudo-sequence HLA-DQA10501-DQB10303. The binding affinity (normalized) is 0.277.